The task is: Predict which catalyst facilitates the given reaction.. This data is from Catalyst prediction with 721,799 reactions and 888 catalyst types from USPTO. (1) Reactant: CC(C)([O-])C.[Na+].[F:7][C:8]1[CH:9]=[CH:10][C:11]([O:52][CH3:53])=[C:12]([C:14]([CH3:51])([CH3:50])[CH2:15][C:16]([OH:49])([C:45]([F:48])([F:47])[F:46])[CH2:17][NH:18][C:19]2[CH:27]=[C:26]([CH3:28])[CH:25]=[C:24]3[C:20]=2[CH:21]=[N:22][N:23]3[C:29]2[CH:30]=[C:31]([CH:42]=[CH:43][CH:44]=2)[C:32]([O:34][CH2:35][C:36]2C=CC=CC=2)=[O:33])[CH:13]=1. Product: [F:7][C:8]1[CH:9]=[CH:10][C:11]([O:52][CH3:53])=[C:12]([C:14]([CH3:50])([CH3:51])[CH2:15][C:16]([OH:49])([C:45]([F:46])([F:48])[F:47])[CH2:17][NH:18][C:19]2[CH:27]=[C:26]([CH3:28])[CH:25]=[C:24]3[C:20]=2[CH:21]=[N:22][N:23]3[C:29]2[CH:30]=[C:31]([CH:42]=[CH:43][CH:44]=2)[C:32]([O:34][CH2:35][CH3:36])=[O:33])[CH:13]=1. The catalyst class is: 8. (2) Reactant: [Br:1][C:2]1[C:11]([F:12])=[C:10]2[C:5]([C:6](Cl)=[C:7]([C:13]([O:15][CH2:16][CH3:17])=[O:14])[CH:8]=[N:9]2)=[CH:4][C:3]=1[Cl:19].[N:20]1([C:26]([O:28][C:29]([CH3:32])([CH3:31])[CH3:30])=[O:27])[CH2:25][CH2:24][NH:23][CH2:22][CH2:21]1.CCN(CC)CC. Product: [CH2:16]([O:15][C:13]([C:7]1[CH:8]=[N:9][C:10]2[C:5]([C:6]=1[N:23]1[CH2:22][CH2:21][N:20]([C:26]([O:28][C:29]([CH3:32])([CH3:31])[CH3:30])=[O:27])[CH2:25][CH2:24]1)=[CH:4][C:3]([Cl:19])=[C:2]([Br:1])[C:11]=2[F:12])=[O:14])[CH3:17]. The catalyst class is: 16. (3) Reactant: CC(C)([O-])C.[K+].[CH3:7][C:8]1[CH:18]=[CH:17][C:11]2[NH:12][C:13](=O)[CH2:14][O:15][C:10]=2[C:9]=1[CH2:19][CH2:20][N:21]1[CH2:26][CH2:25][N:24]([C:27]2[CH:36]=[CH:35][CH:34]=[C:33]3[C:28]=2[CH:29]=[CH:30][C:31]([CH3:37])=[N:32]3)[CH2:23][CH2:22]1.C(OP(Cl)(OCC)=O)C.[N+:47]([CH2:49][C:50]([O:52][CH2:53][CH3:54])=[O:51])#[C-:48]. Product: [CH3:7][C:8]1[CH:18]=[CH:17][C:11]2[N:12]3[CH:48]=[N:47][C:49]([C:50]([O:52][CH2:53][CH3:54])=[O:51])=[C:13]3[CH2:14][O:15][C:10]=2[C:9]=1[CH2:19][CH2:20][N:21]1[CH2:22][CH2:23][N:24]([C:27]2[CH:36]=[CH:35][CH:34]=[C:33]3[C:28]=2[CH:29]=[CH:30][C:31]([CH3:37])=[N:32]3)[CH2:25][CH2:26]1. The catalyst class is: 1. (4) Reactant: [CH2:1]([C@H:8]1[CH2:12][O:11][C:10](=[O:13])[N:9]1[C:14](=[O:18])[CH2:15][O:16][CH3:17])[C:2]1[CH:7]=[CH:6][CH:5]=[CH:4][CH:3]=1.CCN(C(C)C)C(C)C.B(OS(C(F)(F)F)(=O)=O)(CCCC)CCCC.[CH3:45][Si:46]([CH3:77])([C:71]([CH3:76])([CH3:75])[CH:72]([CH3:74])[CH3:73])[O:47][C:48]1[CH:55]=[C:54]([O:56][CH2:57][CH2:58][C:59]2[N:60]=[C:61]([C:65]3[CH:70]=[CH:69][CH:68]=[CH:67][CH:66]=3)[O:62][C:63]=2[CH3:64])[CH:53]=[CH:52][C:49]=1[CH:50]=[O:51]. Product: [CH2:1]([C@H:8]1[CH2:12][O:11][C:10](=[O:13])[N:9]1[C:14](=[O:18])[C@@H:15]([O:16][CH3:17])[C@@H:50]([C:49]1[CH:52]=[CH:53][C:54]([O:56][CH2:57][CH2:58][C:59]2[N:60]=[C:61]([C:65]3[CH:66]=[CH:67][CH:68]=[CH:69][CH:70]=3)[O:62][C:63]=2[CH3:64])=[CH:55][C:48]=1[O:47][Si:46]([CH3:77])([CH3:45])[C:71]([CH3:76])([CH3:75])[CH:72]([CH3:74])[CH3:73])[OH:51])[C:2]1[CH:3]=[CH:4][CH:5]=[CH:6][CH:7]=1. The catalyst class is: 2. (5) Reactant: Cl.[CH2:2]([O:5][C:6](=[O:19])[NH:7][C:8]1[C:13]([CH3:14])=[CH:12][C:11]([N+:15]([O-])=O)=[CH:10][C:9]=1[CH3:18])[CH2:3][CH3:4].N. Product: [CH2:2]([O:5][C:6](=[O:19])[NH:7][C:8]1[C:9]([CH3:18])=[CH:10][C:11]([NH2:15])=[CH:12][C:13]=1[CH3:14])[CH2:3][CH3:4]. The catalyst class is: 772. (6) Reactant: [Br:1][C:2]1[CH:6]=[C:5]([C:7]([NH:9][C:10]2[CH:15]=[CH:14][C:13]([Cl:16])=[CH:12][C:11]=2[C:17](=[O:24])[NH:18][CH:19]([CH:21]2[CH2:23][CH2:22]2)[CH3:20])=[O:8])[N:4]([C:25]2[C:30]([Cl:31])=[CH:29][CH:28]=[CH:27][N:26]=2)[N:3]=1.[H-].[Na+].[Br:34]Br.Cl. Product: [Br:1][C:2]1[CH:6]=[C:5]([C:7]([NH:9][C:10]2[C:11]([C:17]([NH:18][CH:19]([CH:21]3[CH2:23][CH2:22]3)[CH3:20])=[O:24])=[CH:12][C:13]([Cl:16])=[CH:14][C:15]=2[Br:34])=[O:8])[N:4]([C:25]2[C:30]([Cl:31])=[CH:29][CH:28]=[CH:27][N:26]=2)[N:3]=1. The catalyst class is: 9.